Dataset: Peptide-MHC class II binding affinity with 134,281 pairs from IEDB. Task: Regression. Given a peptide amino acid sequence and an MHC pseudo amino acid sequence, predict their binding affinity value. This is MHC class II binding data. The peptide sequence is KTLGVNMVRRGVRSL. The MHC is DRB3_0202 with pseudo-sequence DRB3_0202. The binding affinity (normalized) is 0.898.